The task is: Predict the reactants needed to synthesize the given product.. This data is from Full USPTO retrosynthesis dataset with 1.9M reactions from patents (1976-2016). Given the product [ClH:32].[NH2:23][C:20]1[CH:19]=[CH:18][C:17]([C:14]2[CH:13]=[CH:12][C:11]([NH:10][CH2:9][CH2:8][N:5]3[CH2:6][CH2:7][C:2]([F:31])([F:1])[CH2:3][CH2:4]3)=[N:16][CH:15]=2)=[CH:22][CH:21]=1, predict the reactants needed to synthesize it. The reactants are: [F:1][C:2]1([F:31])[CH2:7][CH2:6][N:5]([CH2:8][CH2:9][NH:10][C:11]2[N:16]=[CH:15][C:14]([C:17]3[CH:22]=[CH:21][C:20]([NH:23]C(=O)OC(C)(C)C)=[CH:19][CH:18]=3)=[CH:13][CH:12]=2)[CH2:4][CH2:3]1.[ClH:32].